Predict the reactants needed to synthesize the given product. From a dataset of Full USPTO retrosynthesis dataset with 1.9M reactions from patents (1976-2016). (1) Given the product [CH2:21]([O:28][C:29]1[CH:44]=[CH:43][C:42]([C:9]2[CH:10]=[CH:11][N:12]=[CH:13][CH:14]=2)=[CH:41][C:30]=1[C:31]([O:33][CH2:34][C:35]1[CH:36]=[CH:37][CH:38]=[CH:39][CH:40]=1)=[O:32])[C:22]1[CH:23]=[CH:24][CH:25]=[CH:26][CH:27]=1, predict the reactants needed to synthesize it. The reactants are: CC1(C)C(C)(C)OB([C:9]2[CH:14]=[CH:13][N:12]=[CH:11][CH:10]=2)O1.C(=O)(O)[O-].[Na+].[CH2:21]([O:28][C:29]1[CH:44]=[CH:43][C:42](Br)=[CH:41][C:30]=1[C:31]([O:33][CH2:34][C:35]1[CH:40]=[CH:39][CH:38]=[CH:37][CH:36]=1)=[O:32])[C:22]1[CH:27]=[CH:26][CH:25]=[CH:24][CH:23]=1. (2) Given the product [C:11]1([C:17]2[N:22]=[C:21]([NH2:27])[C:20]([NH2:23])=[CH:19][N:18]=2)[CH:16]=[CH:15][CH:14]=[CH:13][CH:12]=1, predict the reactants needed to synthesize it. The reactants are: CC(C)([O-])C.[K+].Cl.CON.[C:11]1([C:17]2[N:22]=[CH:21][C:20]([N+:23]([O-])=O)=[CH:19][N:18]=2)[CH:16]=[CH:15][CH:14]=[CH:13][CH:12]=1.[Cl-].[NH4+:27]. (3) Given the product [F:1][C:2]([F:12])([F:11])[C:3]1[CH:10]=[CH:9][C:6]([CH:7]=[N:14][OH:15])=[CH:5][CH:4]=1, predict the reactants needed to synthesize it. The reactants are: [F:1][C:2]([F:12])([F:11])[C:3]1[CH:10]=[CH:9][C:6]([CH:7]=O)=[CH:5][CH:4]=1.Cl.[NH2:14][OH:15].[OH-].[K+].